This data is from Full USPTO retrosynthesis dataset with 1.9M reactions from patents (1976-2016). The task is: Predict the reactants needed to synthesize the given product. (1) Given the product [Br:16][C:17]1[CH:18]=[CH:19][CH:20]=[C:21]2[C:30]=1[C:24]1([CH2:25][CH2:26][N:27]([C:11](=[O:13])[CH2:10][CH2:9][C:4]3[CH:5]=[CH:6][CH:7]=[CH:8][C:3]=3[C:2]([F:1])([F:15])[F:14])[CH2:28][CH2:29]1)[CH2:23][CH:22]2[CH2:31][C:32]([O:34][CH2:35][CH3:36])=[O:33], predict the reactants needed to synthesize it. The reactants are: [F:1][C:2]([F:15])([F:14])[C:3]1[CH:8]=[CH:7][CH:6]=[CH:5][C:4]=1[CH2:9][CH2:10][C:11]([OH:13])=O.[Br:16][C:17]1[CH:18]=[CH:19][CH:20]=[C:21]2[C:30]=1[C:24]1([CH2:29][CH2:28][NH:27][CH2:26][CH2:25]1)[CH2:23][CH:22]2[CH2:31][C:32]([O:34][CH2:35][CH3:36])=[O:33]. (2) Given the product [OH:21][C:18]1[CH:19]=[N:20][C:15]([N:10]2[CH2:11][CH2:12][N:13]([C:23]#[N:22])[CH2:14][C@H:9]2[CH3:8])=[N:16][CH:17]=1, predict the reactants needed to synthesize it. The reactants are: C(=O)(O)[O-].[Na+].Cl.Cl.[CH3:8][C@@H:9]1[CH2:14][NH:13][CH2:12][CH2:11][N:10]1[C:15]1[N:20]=[CH:19][C:18]([OH:21])=[CH:17][N:16]=1.[N:22]#[C:23]Br. (3) Given the product [NH2:15][C:16]1[S:17][C:18]([C:24]2[CH:25]=[C:26]([CH3:30])[CH:27]=[CH:28][CH:29]=2)=[C:19]([C:21]([N:2]2[C@H:3]([CH2:7][NH:8][C:9](=[O:14])[C:10]([F:12])([F:13])[F:11])[CH2:4][C@H:5]3[C@@H:1]2[CH2:6]3)=[O:22])[N:20]=1, predict the reactants needed to synthesize it. The reactants are: [C@H:1]12[CH2:6][C@H:5]1[CH2:4][C@@H:3]([CH2:7][NH:8][C:9](=[O:14])[C:10]([F:13])([F:12])[F:11])[NH:2]2.[NH2:15][C:16]1[S:17][C:18]([C:24]2[CH:25]=[C:26]([CH3:30])[CH:27]=[CH:28][CH:29]=2)=[C:19]([C:21](O)=[O:22])[N:20]=1. (4) Given the product [C:2]([C:3]1[C:16]([C:17]([O:19][CH3:20])=[O:18])=[N:13][O:14][C:4]=1[C:5]1[CH:10]=[CH:9][CH:8]=[CH:7][CH:6]=1)([CH3:12])([CH3:11])[CH3:1], predict the reactants needed to synthesize it. The reactants are: [CH3:1][C:2]([CH3:12])([CH3:11])[C:3]#[C:4][C:5]1[CH:10]=[CH:9][CH:8]=[CH:7][CH:6]=1.[N+:13]([CH:16](C(OC)=O)[C:17]([O:19][CH3:20])=[O:18])([O-])=[O:14]. (5) Given the product [C:15]([C:17]1[CH:18]=[C:19]([N:23]2[CH2:28][CH2:27][N:26]([CH2:2][CH2:3][CH2:4][CH2:5][N:6]3[C:10]4[CH:11]=[CH:12][CH:13]=[CH:14][C:9]=4[N:8]=[CH:7]3)[CH2:25][CH2:24]2)[CH:20]=[CH:21][CH:22]=1)#[N:16], predict the reactants needed to synthesize it. The reactants are: Cl[CH2:2][CH2:3][CH2:4][CH2:5][N:6]1[C:10]2[CH:11]=[CH:12][CH:13]=[CH:14][C:9]=2[N:8]=[CH:7]1.[C:15]([C:17]1[CH:18]=[C:19]([N:23]2[CH2:28][CH2:27][NH:26][CH2:25][CH2:24]2)[CH:20]=[CH:21][CH:22]=1)#[N:16].C(N(C(C)C)CC)(C)C.[I-].[K+]. (6) Given the product [F:11][C:12]1[CH:19]=[C:18]([CH:6]2[CH2:7][CH2:8][CH2:9][N:4]3[CH:3]=[N:2][CH:1]=[C:5]23)[CH:17]=[C:16]([F:21])[C:13]=1[C:14]#[N:15], predict the reactants needed to synthesize it. The reactants are: [C:1]1(=O)[C:5]2=[CH:6][CH2:7][CH2:8][CH2:9][N:4]2[CH:3]=[N:2]1.[F:11][C:12]1[CH:19]=[C:18](I)[CH:17]=[C:16]([F:21])[C:13]=1[C:14]#[N:15]. (7) Given the product [N+:1]([C:4]1[CH:5]=[CH:6][C:7]([CH2:10][C:11]([NH:20][C:15]2[CH:16]=[CH:17][CH:18]=[CH:19][N:14]=2)=[O:13])=[CH:8][CH:9]=1)([O-:3])=[O:2], predict the reactants needed to synthesize it. The reactants are: [N+:1]([C:4]1[CH:9]=[CH:8][C:7]([CH2:10][C:11]([OH:13])=O)=[CH:6][CH:5]=1)([O-:3])=[O:2].[N:14]1[CH:19]=[CH:18][CH:17]=[CH:16][C:15]=1[NH2:20].O.ON1C2C=CC=CC=2N=N1.Cl.CN(C)CCCN=C=NCC. (8) Given the product [C:8]1([C:6]2[N:7]=[C:2]([NH:26][C:27]3[CH:37]=[CH:36][C:30]4[O:31][CH2:32][C:33](=[O:35])[NH:34][C:29]=4[CH:28]=3)[C:3]3[NH:16][N:15]=[CH:14][C:4]=3[N:5]=2)[CH:9]=[CH:10][CH:11]=[CH:12][CH:13]=1, predict the reactants needed to synthesize it. The reactants are: Cl[C:2]1[C:3]2[C:4](=[CH:14][N:15](CC3C=CC(OC)=CC=3)[N:16]=2)[N:5]=[C:6]([C:8]2[CH:13]=[CH:12][CH:11]=[CH:10][CH:9]=2)[N:7]=1.[NH2:26][C:27]1[CH:37]=[CH:36][C:30]2[O:31][CH2:32][C:33](=[O:35])[NH:34][C:29]=2[CH:28]=1.Cl. (9) Given the product [Cl:13][C:14]1[CH:19]=[C:18]([Cl:20])[CH:17]=[C:16]([CH3:21])[C:15]=1[S:22]([NH:12][C:9]1[S:10][CH:11]=[C:7]([C:3]2[S:4][CH:5]=[CH:6][C:2]=2[Cl:1])[N:8]=1)(=[O:24])=[O:23], predict the reactants needed to synthesize it. The reactants are: [Cl:1][C:2]1[CH:6]=[CH:5][S:4][C:3]=1[C:7]1[N:8]=[C:9]([NH2:12])[S:10][CH:11]=1.[Cl:13][C:14]1[CH:19]=[C:18]([Cl:20])[CH:17]=[C:16]([CH3:21])[C:15]=1[S:22](Cl)(=[O:24])=[O:23]. (10) Given the product [CH3:1][O:2][C:3]1[CH:11]=[CH:10][C:9]2[N:8]3[CH2:18][CH2:19][C:12](=[O:14])[C:7]3=[CH:6][C:5]=2[C:4]=1[CH3:17], predict the reactants needed to synthesize it. The reactants are: [CH3:1][O:2][C:3]1[C:4]([CH3:17])=[C:5]2[C:9](=[CH:10][CH:11]=1)[NH:8][C:7]([C:12]([O:14]CC)=O)=[CH:6]2.[CH3:18][C:19]([O-])(C)C.[K+].C1COCC1.C(OC)(=O)C=C.Cl.